This data is from Full USPTO retrosynthesis dataset with 1.9M reactions from patents (1976-2016). The task is: Predict the reactants needed to synthesize the given product. (1) Given the product [CH2:1]([O:5][C:6]([C:8]1[N:9]=[C:10]([C:26]#[N:27])[C:11]2[C:16]([C:17]=1[OH:18])=[CH:15][CH:14]=[C:13]([S:40]([CH:28]1[CH2:33][CH2:32][CH2:31][CH2:30][CH2:29]1)(=[O:43])=[O:39])[CH:12]=2)=[O:7])[CH2:2][CH2:3][CH3:4], predict the reactants needed to synthesize it. The reactants are: [CH2:1]([O:5][C:6]([C:8]1[N:9]=[C:10]([C:26]#[N:27])[C:11]2[C:16]([C:17]=1[OH:18])=[CH:15][CH:14]=[C:13](SC1CCCCC1)[CH:12]=2)=[O:7])[CH2:2][CH2:3][CH3:4].[CH:28]1[CH:33]=[C:32](Cl)[CH:31]=[C:30](C(OO)=O)[CH:29]=1.[O-:39][S:40]([O-:43])(=S)=O.[Na+].[Na+]. (2) Given the product [C:1]([O:5][C@@H:6]([C:12]1[C:31]([CH3:32])=[CH:30][C:15]2[N:16]=[C:17]([C:19]3[CH:20]=[C:21]4[CH:27]=[C:26]([CH3:28])[N:25]([CH3:29])[C:22]4=[N:23][CH:24]=3)[S:18][C:14]=2[C:13]=1[C:33]1[CH:34]=[CH:35][C:36]([Cl:39])=[CH:37][CH:38]=1)[C:7]([OH:9])=[O:8])([CH3:4])([CH3:2])[CH3:3], predict the reactants needed to synthesize it. The reactants are: [C:1]([O:5][C@@H:6]([C:12]1[C:31]([CH3:32])=[CH:30][C:15]2[N:16]=[C:17]([C:19]3[CH:20]=[C:21]4[CH:27]=[C:26]([CH3:28])[N:25]([CH3:29])[C:22]4=[N:23][CH:24]=3)[S:18][C:14]=2[C:13]=1[C:33]1[CH:38]=[CH:37][C:36]([Cl:39])=[CH:35][CH:34]=1)[C:7]([O:9]CC)=[O:8])([CH3:4])([CH3:3])[CH3:2].[OH-].[Na+]. (3) Given the product [NH2:1][C:2]1[CH:20]=[CH:19][C:5]([O:6][C:7]2[CH:12]=[CH:11][N:10]=[C:9]([NH:13][CH2:14][CH2:15][CH2:16][CH3:17])[CH:8]=2)=[CH:4][CH:3]=1, predict the reactants needed to synthesize it. The reactants are: [NH2:1][C:2]1[CH:20]=[CH:19][C:5]([O:6][C:7]2[CH:12]=[CH:11][N:10]=[C:9]([NH:13][C:14](=O)[CH2:15][CH2:16][CH3:17])[CH:8]=2)=[CH:4][CH:3]=1.[H-].[Al+3].[Li+].[H-].[H-].[H-].O. (4) Given the product [CH3:10][O:7][C:6](=[O:8])[CH:5]([NH:4][C:1](=[O:3])[CH3:2])[CH3:9], predict the reactants needed to synthesize it. The reactants are: [C:1]([NH:4][CH:5]([CH3:9])[C:6]([OH:8])=[O:7])(=[O:3])[CH3:2].[CH3:10]O.